This data is from Full USPTO retrosynthesis dataset with 1.9M reactions from patents (1976-2016). The task is: Predict the reactants needed to synthesize the given product. (1) Given the product [F:1][C:2]1[CH:3]=[CH:4][C:5]2[C@@H:11]([CH2:12][OH:13])[C@H:10]([CH2:16][OH:17])[CH2:9][CH2:8][O:7][C:6]=2[CH:20]=1, predict the reactants needed to synthesize it. The reactants are: [F:1][C:2]1[CH:3]=[CH:4][C:5]2[C@@H:11]([C:12](OC)=[O:13])[C@H:10]([C:16](OC)=[O:17])[CH2:9][CH2:8][O:7][C:6]=2[CH:20]=1.[H-].[Al+3].[Li+].[H-].[H-].[H-]. (2) Given the product [CH2:1]([N:8]1[CH2:9][CH2:10][N:11]([CH2:14][CH2:15][CH2:16][C:17]2([C:23]3[CH:28]=[CH:27][C:26]([F:29])=[CH:25][CH:24]=3)[CH2:22][CH2:21][CH2:20][CH2:19][CH2:18]2)[CH2:12][CH2:13]1)[C:2]1[CH:3]=[CH:4][CH:5]=[CH:6][CH:7]=1, predict the reactants needed to synthesize it. The reactants are: [CH2:1]([N:8]1[CH2:13][CH2:12][N:11]([C:14](=O)[CH2:15][CH2:16][C:17]2([C:23]3[CH:28]=[CH:27][C:26]([F:29])=[CH:25][CH:24]=3)[CH2:22][CH2:21][CH2:20][CH2:19][CH2:18]2)[CH2:10][CH2:9]1)[C:2]1[CH:7]=[CH:6][CH:5]=[CH:4][CH:3]=1.[Li].O.[OH-].[Na+].